The task is: Regression. Given two drug SMILES strings and cell line genomic features, predict the synergy score measuring deviation from expected non-interaction effect.. This data is from NCI-60 drug combinations with 297,098 pairs across 59 cell lines. (1) Drug 1: CC1CCC2CC(C(=CC=CC=CC(CC(C(=O)C(C(C(=CC(C(=O)CC(OC(=O)C3CCCCN3C(=O)C(=O)C1(O2)O)C(C)CC4CCC(C(C4)OC)O)C)C)O)OC)C)C)C)OC. Drug 2: C(CCl)NC(=O)N(CCCl)N=O. Cell line: SF-268. Synergy scores: CSS=6.68, Synergy_ZIP=-5.85, Synergy_Bliss=2.47, Synergy_Loewe=-0.770, Synergy_HSA=3.74. (2) Drug 1: CCC1=CC2CC(C3=C(CN(C2)C1)C4=CC=CC=C4N3)(C5=C(C=C6C(=C5)C78CCN9C7C(C=CC9)(C(C(C8N6C)(C(=O)OC)O)OC(=O)C)CC)OC)C(=O)OC.C(C(C(=O)O)O)(C(=O)O)O. Drug 2: CC1=C(C(=CC=C1)Cl)NC(=O)C2=CN=C(S2)NC3=CC(=NC(=N3)C)N4CCN(CC4)CCO. Cell line: RPMI-8226. Synergy scores: CSS=47.5, Synergy_ZIP=1.15, Synergy_Bliss=2.76, Synergy_Loewe=-4.12, Synergy_HSA=3.59.